From a dataset of Catalyst prediction with 721,799 reactions and 888 catalyst types from USPTO. Predict which catalyst facilitates the given reaction. (1) Reactant: [N:1]([C:4]1[CH:9]=[C:8]([O:10][C:11]2[CH:16]=[CH:15][C:14]([NH:17][C:18]([NH:20][C:21]3[CH:26]=[CH:25][C:24]([CH2:27][N:28]4[CH2:33][CH2:32][CH2:31][CH2:30][CH2:29]4)=[C:23]([C:34]([F:37])([F:36])[F:35])[CH:22]=3)=[O:19])=[CH:13][CH:12]=2)[N:7]=[CH:6][N:5]=1)=[N+]=[N-]. Product: [NH2:1][C:4]1[CH:9]=[C:8]([O:10][C:11]2[CH:16]=[CH:15][C:14]([NH:17][C:18]([NH:20][C:21]3[CH:26]=[CH:25][C:24]([CH2:27][N:28]4[CH2:29][CH2:30][CH2:31][CH2:32][CH2:33]4)=[C:23]([C:34]([F:37])([F:36])[F:35])[CH:22]=3)=[O:19])=[CH:13][CH:12]=2)[N:7]=[CH:6][N:5]=1. The catalyst class is: 123. (2) Reactant: C([Li])CCC.C(OP([CH2:14][C:15]1[C:24]2[C:19](=[CH:20][CH:21]=[C:22]([O:26][CH3:27])[C:23]=2[F:25])[N:18]=[CH:17][C:16]=1[Cl:28])(=O)OCC)C.[C:29]([O:33][C:34](=[O:45])[NH:35][C@@H:36]1[CH2:41][CH2:40][C@@H:39]([CH2:42][CH:43]=O)[O:38][CH2:37]1)([CH3:32])([CH3:31])[CH3:30].CCCCCC. Product: [C:29]([O:33][C:34](=[O:45])[NH:35][C@@H:36]1[CH2:41][CH2:40][C@@H:39]([CH2:42][CH:43]=[CH:14][C:15]2[C:24]3[C:19](=[CH:20][CH:21]=[C:22]([O:26][CH3:27])[C:23]=3[F:25])[N:18]=[CH:17][C:16]=2[Cl:28])[O:38][CH2:37]1)([CH3:32])([CH3:31])[CH3:30]. The catalyst class is: 54. (3) Reactant: C(O)(C(F)(F)F)=O.[NH:8]1[CH2:13][CH2:12][CH:11]([C:14]2[O:18][N:17]=[C:16]([CH2:19][C:20]3[CH:21]=[N:22][CH:23]=[CH:24][CH:25]=3)[N:15]=2)[CH2:10][CH2:9]1.[C:26]([N:34]1[CH2:39][CH2:38][C:37]([CH2:46][CH:47]=O)([C:40]2[CH:45]=[CH:44][CH:43]=[CH:42][CH:41]=2)[CH2:36][CH2:35]1)(=[O:33])[C:27]1[CH:32]=[CH:31][CH:30]=[CH:29][CH:28]=1.[BH-](OC(C)=O)(OC(C)=O)OC(C)=O.[Na+].C([O-])(O)=O.[Na+].C([O-])=O. Product: [C:26]([N:34]1[CH2:35][CH2:36][C:37]([CH2:46][CH2:47][N:8]2[CH2:9][CH2:10][CH:11]([C:14]3[O:18][N:17]=[C:16]([CH2:19][C:20]4[CH:21]=[N:22][CH:23]=[CH:24][CH:25]=4)[N:15]=3)[CH2:12][CH2:13]2)([C:40]2[CH:45]=[CH:44][CH:43]=[CH:42][CH:41]=2)[CH2:38][CH2:39]1)(=[O:33])[C:27]1[CH:28]=[CH:29][CH:30]=[CH:31][CH:32]=1. The catalyst class is: 2. (4) Reactant: [CH2:1]([O:8][N:9]=[CH:10][C:11]1([C:19]([OH:21])=[O:20])[CH2:16][C@H:15]([CH3:17])[CH2:14][C@H:13]([CH3:18])[CH2:12]1)[C:2]1[CH:7]=[CH:6][CH:5]=[CH:4][CH:3]=1.CN(C1C=CC(N=NC2C=CC(S(O)(=O)=O)=CC=2)=CC=1)C.Cl.C([BH3-])#N.[Na+]. Product: [CH2:1]([O:8][NH:9][CH2:10][C:11]1([C:19]([OH:21])=[O:20])[CH2:16][C@H:15]([CH3:17])[CH2:14][C@H:13]([CH3:18])[CH2:12]1)[C:2]1[CH:7]=[CH:6][CH:5]=[CH:4][CH:3]=1. The catalyst class is: 5. (5) Reactant: [Si:1]([O:8][CH2:9][C:10]1([CH3:38])[S:16][CH2:15][CH2:14][N:13]2[C:17]([C:20]3([C:23]4[CH:28]=[CH:27][C:26](B5OC(C)(C)C(C)(C)O5)=[CH:25][CH:24]=4)[CH2:22][CH2:21]3)=[N:18][N:19]=[C:12]2[CH2:11]1)([C:4]([CH3:7])([CH3:6])[CH3:5])([CH3:3])[CH3:2].Br[C:40]1[C:45]([Cl:46])=[CH:44][CH:43]=[CH:42][N:41]=1.C(=O)([O-])[O-].[K+].[K+].C(=O)([O-])O.[Na+]. Product: [Si:1]([O:8][CH2:9][C:10]1([CH3:38])[S:16][CH2:15][CH2:14][N:13]2[C:17]([C:20]3([C:23]4[CH:24]=[CH:25][C:26]([C:40]5[C:45]([Cl:46])=[CH:44][CH:43]=[CH:42][N:41]=5)=[CH:27][CH:28]=4)[CH2:21][CH2:22]3)=[N:18][N:19]=[C:12]2[CH2:11]1)([C:4]([CH3:7])([CH3:6])[CH3:5])([CH3:3])[CH3:2]. The catalyst class is: 437.